Regression. Given a peptide amino acid sequence and an MHC pseudo amino acid sequence, predict their binding affinity value. This is MHC class I binding data. From a dataset of Peptide-MHC class I binding affinity with 185,985 pairs from IEDB/IMGT. The peptide sequence is TAVAKCNQNH. The MHC is HLA-A33:01 with pseudo-sequence HLA-A33:01. The binding affinity (normalized) is 0.